Dataset: NCI-60 drug combinations with 297,098 pairs across 59 cell lines. Task: Regression. Given two drug SMILES strings and cell line genomic features, predict the synergy score measuring deviation from expected non-interaction effect. (1) Drug 1: C1CCC(C1)C(CC#N)N2C=C(C=N2)C3=C4C=CNC4=NC=N3. Drug 2: CCC1=C2CN3C(=CC4=C(C3=O)COC(=O)C4(CC)O)C2=NC5=C1C=C(C=C5)O. Cell line: HL-60(TB). Synergy scores: CSS=37.4, Synergy_ZIP=-1.61, Synergy_Bliss=-1.72, Synergy_Loewe=-56.7, Synergy_HSA=-7.43. (2) Drug 2: B(C(CC(C)C)NC(=O)C(CC1=CC=CC=C1)NC(=O)C2=NC=CN=C2)(O)O. Drug 1: CC1=C(C(=O)C2=C(C1=O)N3CC4C(C3(C2COC(=O)N)OC)N4)N. Synergy scores: CSS=19.2, Synergy_ZIP=-2.33, Synergy_Bliss=-5.18, Synergy_Loewe=-28.6, Synergy_HSA=-14.6. Cell line: A498. (3) Drug 1: CS(=O)(=O)C1=CC(=C(C=C1)C(=O)NC2=CC(=C(C=C2)Cl)C3=CC=CC=N3)Cl. Drug 2: C1=NC(=NC(=O)N1C2C(C(C(O2)CO)O)O)N. Synergy scores: CSS=46.5, Synergy_ZIP=11.6, Synergy_Bliss=13.9, Synergy_Loewe=4.66, Synergy_HSA=16.2. Cell line: LOX IMVI. (4) Drug 1: C1=CC(=CC=C1CCC2=CNC3=C2C(=O)NC(=N3)N)C(=O)NC(CCC(=O)O)C(=O)O. Drug 2: CCC1(CC2CC(C3=C(CCN(C2)C1)C4=CC=CC=C4N3)(C5=C(C=C6C(=C5)C78CCN9C7C(C=CC9)(C(C(C8N6C)(C(=O)OC)O)OC(=O)C)CC)OC)C(=O)OC)O.OS(=O)(=O)O. Cell line: CCRF-CEM. Synergy scores: CSS=73.5, Synergy_ZIP=3.31, Synergy_Bliss=1.81, Synergy_Loewe=4.03, Synergy_HSA=5.29. (5) Drug 1: C1=CC(=C2C(=C1NCCNCCO)C(=O)C3=C(C=CC(=C3C2=O)O)O)NCCNCCO. Drug 2: C1CC(C1)(C(=O)O)C(=O)O.[NH2-].[NH2-].[Pt+2]. Cell line: OVCAR-8. Synergy scores: CSS=40.2, Synergy_ZIP=-2.90, Synergy_Bliss=-1.43, Synergy_Loewe=-18.2, Synergy_HSA=2.95. (6) Drug 1: C1C(C(OC1N2C=NC3=C(N=C(N=C32)Cl)N)CO)O. Drug 2: CC1=C2C(C(=O)C3(C(CC4C(C3C(C(C2(C)C)(CC1OC(=O)C(C(C5=CC=CC=C5)NC(=O)C6=CC=CC=C6)O)O)OC(=O)C7=CC=CC=C7)(CO4)OC(=O)C)O)C)OC(=O)C. Cell line: SK-OV-3. Synergy scores: CSS=13.7, Synergy_ZIP=-6.80, Synergy_Bliss=-4.23, Synergy_Loewe=-9.38, Synergy_HSA=-3.57. (7) Drug 1: CS(=O)(=O)CCNCC1=CC=C(O1)C2=CC3=C(C=C2)N=CN=C3NC4=CC(=C(C=C4)OCC5=CC(=CC=C5)F)Cl. Drug 2: N.N.Cl[Pt+2]Cl. Cell line: SK-MEL-28. Synergy scores: CSS=27.9, Synergy_ZIP=-1.10, Synergy_Bliss=-1.20, Synergy_Loewe=-9.70, Synergy_HSA=-3.34.